Task: Predict which catalyst facilitates the given reaction.. Dataset: Catalyst prediction with 721,799 reactions and 888 catalyst types from USPTO Reactant: [CH2:1]([CH:3]([C:6]1[C:14]2[NH:13][C:12](=[O:15])[N:11]([C:16]([O:18][C:19]([CH3:22])([CH3:21])[CH3:20])=[O:17])[C:10]=2[CH:9]=[CH:8][CH:7]=1)[CH2:4][CH3:5])[CH3:2].C(=O)([O-])[O-].[K+].[K+].[CH3:29][O:30][C:31]1[CH:38]=[CH:37][C:34]([CH2:35]Cl)=[CH:33][CH:32]=1. Product: [CH2:1]([CH:3]([C:6]1[C:14]2[N:13]([CH2:35][C:34]3[CH:37]=[CH:38][C:31]([O:30][CH3:29])=[CH:32][CH:33]=3)[C:12](=[O:15])[N:11]([C:16]([O:18][C:19]([CH3:20])([CH3:22])[CH3:21])=[O:17])[C:10]=2[CH:9]=[CH:8][CH:7]=1)[CH2:4][CH3:5])[CH3:2]. The catalyst class is: 9.